Dataset: Full USPTO retrosynthesis dataset with 1.9M reactions from patents (1976-2016). Task: Predict the reactants needed to synthesize the given product. (1) Given the product [OH:46][C@H:15]([C:12]1[CH:13]=[CH:14][C:9]([OH:8])=[C:10]([NH:47][S:48]([CH3:51])(=[O:50])=[O:49])[CH:11]=1)[C@@H:16]([NH:18][CH2:19][CH2:20][O:21][C:22]1[C:27]([CH3:28])=[CH:26][C:25]([C:29]2[CH:34]=[CH:33][C:32]([C:35]([OH:37])=[O:36])=[CH:31][CH:30]=2)=[CH:24][C:23]=1[CH3:45])[CH3:17], predict the reactants needed to synthesize it. The reactants are: C([O:8][C:9]1[CH:14]=[CH:13][C:12]([C@@H:15]([OH:46])[C@@H:16]([NH:18][CH2:19][CH2:20][O:21][C:22]2[C:27]([CH3:28])=[CH:26][C:25]([C:29]3[CH:34]=[CH:33][C:32]([C:35]([O:37]CC4C=CC=CC=4)=[O:36])=[CH:31][CH:30]=3)=[CH:24][C:23]=2[CH3:45])[CH3:17])=[CH:11][C:10]=1[NH:47][S:48]([CH3:51])(=[O:50])=[O:49])C1C=CC=CC=1. (2) Given the product [Br:1][C:2]1[C:3]([O:14][CH3:15])=[C:4]([Cl:13])[C:5]([O:12][CH2:18][O:19][CH3:20])=[C:6]([CH:11]=1)[C:7]([O:9][CH3:10])=[O:8], predict the reactants needed to synthesize it. The reactants are: [Br:1][C:2]1[C:3]([O:14][CH3:15])=[C:4]([Cl:13])[C:5]([OH:12])=[C:6]([CH:11]=1)[C:7]([O:9][CH3:10])=[O:8].[H-].[Na+].[CH3:18][O:19][CH2:20]Cl.O. (3) Given the product [F:1][C:2]1[CH:7]=[CH:6][C:5]([C:8](=[C:20]2[CH2:21][C:22]([CH3:25])([CH3:24])[CH2:23][C:18]([CH3:27])([CH3:17])[CH2:19]2)[C:10]2[CH:15]=[CH:14][C:13]([OH:16])=[CH:12][CH:11]=2)=[CH:4][CH:3]=1, predict the reactants needed to synthesize it. The reactants are: [F:1][C:2]1[CH:7]=[CH:6][C:5]([C:8]([C:10]2[CH:15]=[CH:14][C:13]([OH:16])=[CH:12][CH:11]=2)=O)=[CH:4][CH:3]=1.[CH3:17][C:18]1([CH3:27])[CH2:23][C:22]([CH3:25])([CH3:24])[CH2:21][C:20](=O)[CH2:19]1. (4) Given the product [ClH:54].[CH2:15]([NH:8][CH2:9][CH2:10][CH2:11][C:12]([NH:44][CH2:43][CH2:41][OH:42])=[O:14])[CH3:16], predict the reactants needed to synthesize it. The reactants are: C(OC([N:8]([CH2:15][CH3:16])[CH2:9][CH2:10][CH2:11][C:12]([OH:14])=O)=O)(C)(C)C.F[P-](F)(F)(F)(F)F.N1(OC(N(C)C)=[N+](C)C)C2N=CC=CC=2N=N1.[CH2:41]([CH2:43][NH2:44])[OH:42].C(N(CC)C(C)C)(C)C.[ClH:54]. (5) The reactants are: C[O:2][P:3]([CH2:7][CH2:8][C@@H:9]([OH:19])[C@@H:10]([OH:18])[C@@H:11]([OH:17])[CH2:12][N:13]([CH:15]=[O:16])[OH:14])(=[O:6])[O:4]C.N1C=CC=CC=1.C[Si](Br)(C)C. Given the product [CH:15]([N:13]([OH:14])[CH2:12][C@H:11]([OH:17])[C@H:10]([OH:18])[C@H:9]([OH:19])[CH2:8][CH2:7][P:3](=[O:2])([OH:4])[OH:6])=[O:16], predict the reactants needed to synthesize it. (6) Given the product [C:1]([C:5]1[N:6]=[C:7]([N:25]2[CH2:26][CH2:27][CH2:28][S:24]2(=[O:29])=[O:23])[C:8]2[N:13]=[N:12][N:11]([CH2:14][C:15]3[CH:20]=[CH:19][CH:18]=[CH:17][C:16]=3[Cl:21])[C:9]=2[N:10]=1)([CH3:4])([CH3:3])[CH3:2], predict the reactants needed to synthesize it. The reactants are: [C:1]([C:5]1[N:6]=[C:7](Cl)[C:8]2[N:13]=[N:12][N:11]([CH2:14][C:15]3[CH:20]=[CH:19][CH:18]=[CH:17][C:16]=3[Cl:21])[C:9]=2[N:10]=1)([CH3:4])([CH3:3])[CH3:2].[O:23]=[S:24]1(=[O:29])[CH2:28][CH2:27][CH2:26][NH:25]1.C1CCN2C(=NCCC2)CC1. (7) Given the product [Br:1][CH:2]1[CH:6]([CH3:7])[O:5][C:4]([CH3:9])([CH3:8])[C:3]1=[O:10], predict the reactants needed to synthesize it. The reactants are: [Br:1][C:2]1[CH:6]([CH3:7])[O:5][C:4]([CH3:9])([CH3:8])[C:3]=1[O:10]C(=O)C.BrBr. (8) Given the product [Cl:14][C:12]1[C:13]2[N:8]([C:7]([C:15]3([OH:20])[CH2:19][CH2:18][O:17][CH2:16]3)=[CH:6][C:5]=2[C:3]([NH:30][CH2:29][CH:26]2[CH2:27][CH2:28][C:23]([F:31])([F:22])[CH2:24][CH2:25]2)=[O:4])[CH:9]=[CH:10][CH:11]=1, predict the reactants needed to synthesize it. The reactants are: CO[C:3]([C:5]1[CH:6]=[C:7]([C:15]2([OH:20])[CH2:19][CH2:18][O:17][CH2:16]2)[N:8]2[C:13]=1[C:12]([Cl:14])=[CH:11][CH:10]=[CH:9]2)=[O:4].Cl.[F:22][C:23]1([F:31])[CH2:28][CH2:27][CH:26]([CH2:29][NH2:30])[CH2:25][CH2:24]1.C(N(C(C)C)C(C)C)C.N12CCN(CC1)CC2.C[Al](C)C.